From a dataset of Catalyst prediction with 721,799 reactions and 888 catalyst types from USPTO. Predict which catalyst facilitates the given reaction. (1) Reactant: [F:1][C:2]([F:19])([F:18])[C:3]1[CH:17]=[CH:16][C:6]([O:7][C:8]2[CH:13]=[CH:12][C:11]([CH2:14]O)=[CH:10][CH:9]=2)=[CH:5][CH:4]=1.S(Cl)([Cl:22])=O.N1C2C=CC=CC=2N=N1. Product: [Cl:22][CH2:14][C:11]1[CH:12]=[CH:13][C:8]([O:7][C:6]2[CH:16]=[CH:17][C:3]([C:2]([F:19])([F:18])[F:1])=[CH:4][CH:5]=2)=[CH:9][CH:10]=1. The catalyst class is: 4. (2) The catalyst class is: 53. Reactant: [CH3:1][C:2]1[CH:14]=[CH:13][CH:12]=[C:11]([N+:15]([O-:17])=[O:16])[C:3]=1[C:4]([O:6][C:7]([CH3:10])([CH3:9])[CH3:8])=[O:5].C1C(=O)N([Br:25])C(=O)C1.C(OOC(=O)C1C=CC=CC=1)(=O)C1C=CC=CC=1. Product: [Br:25][CH2:1][C:2]1[CH:14]=[CH:13][CH:12]=[C:11]([N+:15]([O-:17])=[O:16])[C:3]=1[C:4]([O:6][C:7]([CH3:10])([CH3:8])[CH3:9])=[O:5]. (3) Reactant: [S:1]1[C:5]2[C:6]3[CH:11]=[CH:10][S:9][C:7]=3[S:8][C:4]=2[CH:3]=[C:2]1[C:12]([OH:14])=O.[Al+3].[Cl-].[Cl-].[Cl-].[C:19](Cl)(=O)[CH2:20][CH2:21][CH2:22][CH2:23][CH2:24][CH2:25]C.Cl. Product: [C:12]([C:2]1[S:1][C:5]2[C:6]3[CH:11]=[CH:10][S:9][C:7]=3[S:8][C:4]=2[CH:3]=1)(=[O:14])[CH2:19][CH2:20][CH2:21][CH2:22][CH2:23][CH2:24][CH3:25]. The catalyst class is: 4.